Dataset: Peptide-MHC class I binding affinity with 185,985 pairs from IEDB/IMGT. Task: Regression. Given a peptide amino acid sequence and an MHC pseudo amino acid sequence, predict their binding affinity value. This is MHC class I binding data. (1) The peptide sequence is ELQATEDAKL. The MHC is HLA-A02:02 with pseudo-sequence HLA-A02:02. The binding affinity (normalized) is 0.491. (2) The peptide sequence is FPGLYGASI. The MHC is HLA-B51:01 with pseudo-sequence HLA-B51:01. The binding affinity (normalized) is 0.545.